From a dataset of Forward reaction prediction with 1.9M reactions from USPTO patents (1976-2016). Predict the product of the given reaction. (1) Given the reactants [C:1]1([Mg]Br)[CH:6]=[CH:5][CH:4]=[CH:3][CH:2]=1.[CH:9]12[O:14][CH:10]1[CH2:11][CH2:12][CH2:13]2, predict the reaction product. The product is: [C:1]1([C@@H:9]2[CH2:13][CH2:12][CH2:11][C@H:10]2[OH:14])[CH:6]=[CH:5][CH:4]=[CH:3][CH:2]=1. (2) Given the reactants [CH2:1](OC(N1C[C@@H](NC(O[CH2:1][C:2]2[CH:7]=[CH:6][CH:5]=[CH:4][CH:3]=2)=O)C[C@H]1CO)=O)[C:2]1[CH:7]=[CH:6][CH:5]=[CH:4][CH:3]=1.[C:29]1(P(C2C=CC=CC=2)C2C=CC=CC=2)C=CC=CC=1.[C:48]([OH:56])(=[O:55])[C:49]1[CH:54]=[CH:53][CH:52]=[CH:51][CH:50]=1.[N:57]([C:65]([O:67][CH:68]([CH3:70])[CH3:69])=[O:66])=[N:57][C:65]([O:67][CH:68]([CH3:70])[CH3:69])=[O:66], predict the reaction product. The product is: [C:68]([O:67][C:65]([N:57]1[CH2:7][CH2:6][C@@H:5]([O:55][C:48](=[O:56])[C:49]2[CH:54]=[CH:53][CH:52]=[CH:51][CH:50]=2)[C@H:4]1[CH2:3][C:2]#[CH:1])=[O:66])([CH3:69])([CH3:70])[CH3:29]. (3) Given the reactants [CH3:1][C:2]1[NH:3][CH:4]=[C:5]([C:7]#[C:8][C:9]2[CH:10]=[C:11]([CH:14]=[CH:15][CH:16]=2)[C:12]#[N:13])[N:6]=1.F[C:18]1[CH:23]=[CH:22][CH:21]=[C:20]([C:24]([F:27])([F:26])[F:25])[N:19]=1, predict the reaction product. The product is: [CH3:1][C:2]1[N:3]([C:18]2[CH:23]=[CH:22][CH:21]=[C:20]([C:24]([F:27])([F:26])[F:25])[N:19]=2)[CH:4]=[C:5]([C:7]#[C:8][C:9]2[CH:10]=[C:11]([CH:14]=[CH:15][CH:16]=2)[C:12]#[N:13])[N:6]=1. (4) The product is: [CH3:74][O:77][C:71]1[CH:72]=[C:67]([O:21][CH2:20][CH2:19][CH2:18][O:17][CH3:4])[CH:68]=[C:69]([C@:34]([CH:43]([CH3:42])[CH3:38])([CH3:26])[C:35]([OH:45])=[O:73])[CH:70]=1. Given the reactants COC1C=CC(/C=C(\C(C)C)/C(O)=O)=C[C:4]=1[O:17][CH2:18][CH2:19][CH2:20][O:21]C.CC1C2OP(N3CCCCC3)[O:45][C:35]3=C(C)C=[C:38]4[C:43]([CH:42]=CC=C4)=[C:34]3[C:26]=2C2C=CC=CC=2C=1.[C:67]1(P([C:67]2[CH:72]=[CH:71][CH:70]=[CH:69][CH:68]=2)[C:67]2[CH:72]=[CH:71][CH:70]=[CH:69][CH:68]=2)[CH:72]=[CH:71][CH:70]=[CH:69][CH:68]=1.[OH2:73].[CH:74]([OH:77])(C)C, predict the reaction product. (5) The product is: [CH3:15][C:14]1[CH:16]=[CH:17][C:11]([S:8]([O:5][CH2:4][CH2:3][C:2]([F:7])([F:6])[F:1])(=[O:10])=[O:9])=[CH:12][CH:13]=1. Given the reactants [F:1][C:2]([F:7])([F:6])[CH2:3][CH2:4][OH:5].[S:8](Cl)([C:11]1[CH:17]=[CH:16][C:14]([CH3:15])=[CH:13][CH:12]=1)(=[O:10])=[O:9], predict the reaction product. (6) Given the reactants Cl[C:2]1[CH:7]=[CH:6][N:5]=[C:4]2[N:8]([CH2:12][O:13][CH2:14][CH2:15][Si:16]([CH3:19])([CH3:18])[CH3:17])[CH:9]=[C:10]([I:11])[C:3]=12.[CH3:20][N:21]1[CH2:26][CH2:25][NH:24][CH2:23][CH2:22]1, predict the reaction product. The product is: [I:11][C:10]1[C:3]2[C:4](=[N:5][CH:6]=[CH:7][C:2]=2[N:24]2[CH2:25][CH2:26][N:21]([CH3:20])[CH2:22][CH2:23]2)[N:8]([CH2:12][O:13][CH2:14][CH2:15][Si:16]([CH3:19])([CH3:18])[CH3:17])[CH:9]=1. (7) The product is: [NH2:16][C:13]1[C:14](=[O:15])[N:9]([CH2:8][C:6]([OH:7])=[O:5])[C:10]([C:25]2[CH:30]=[CH:29][CH:28]=[CH:27][CH:26]=2)=[N:11][CH:12]=1. Given the reactants C([O:5][C:6]([CH2:8][N:9]1[C:14](=[O:15])[C:13]([NH:16]C(=O)C2C=CC=CC=2)=[CH:12][N:11]=[C:10]1[C:25]1[CH:30]=[CH:29][CH:28]=[CH:27][CH:26]=1)=[O:7])(C)(C)C.[OH-].[Na+], predict the reaction product. (8) Given the reactants F[C:2]1[CH:7]=[CH:6][C:5]([S:8]([NH2:11])(=[O:10])=[O:9])=[CH:4][C:3]=1[N+:12]([O-:14])=[O:13].[O:15]1[CH2:20][CH2:19][CH:18]([CH2:21][NH2:22])[CH2:17][CH2:16]1.C(N(CC)CC)C, predict the reaction product. The product is: [N+:12]([C:3]1[CH:4]=[C:5]([S:8]([NH2:11])(=[O:10])=[O:9])[CH:6]=[CH:7][C:2]=1[NH:22][CH2:21][CH:18]1[CH2:19][CH2:20][O:15][CH2:16][CH2:17]1)([O-:14])=[O:13].